This data is from Full USPTO retrosynthesis dataset with 1.9M reactions from patents (1976-2016). The task is: Predict the reactants needed to synthesize the given product. (1) Given the product [Cl:1][C:2]1[CH:3]=[C:4]([O:19][C:22]2[CH:23]=[CH:24][CH:25]=[CH:26][C:21]=2[CH3:20])[CH:5]=[CH:6][C:7]=1[C:8]([OH:18])([C:9]#[C:10][CH3:11])[CH2:12][N:13]1[CH:17]=[N:16][CH:15]=[N:14]1, predict the reactants needed to synthesize it. The reactants are: [Cl:1][C:2]1[CH:3]=[C:4]([OH:19])[CH:5]=[CH:6][C:7]=1[C:8]([OH:18])([CH2:12][N:13]1[CH:17]=[N:16][CH:15]=[N:14]1)[C:9]#[C:10][CH3:11].[CH3:20][C:21]1[CH:26]=[CH:25][CH:24]=[CH:23][C:22]=1B(O)O.CCN(CC)CC.CC#N. (2) Given the product [Cl:1][C:2]1[CH:10]=[CH:9][CH:8]=[CH:7][C:3]=1[C:4]([N:6]=[C:12]=[O:13])=[O:5], predict the reactants needed to synthesize it. The reactants are: [Cl:1][C:2]1[CH:10]=[CH:9][CH:8]=[CH:7][C:3]=1[C:4]([NH2:6])=[O:5].C(Cl)(=O)[C:12](Cl)=[O:13].